Dataset: Catalyst prediction with 721,799 reactions and 888 catalyst types from USPTO. Task: Predict which catalyst facilitates the given reaction. (1) Reactant: Cl[C:2]1[N:3]=[C:4]([N:12]2[CH2:17][CH2:16][O:15][CH2:14][CH2:13]2)[C:5]2[N:10]([CH3:11])[N:9]=[CH:8][C:6]=2[N:7]=1.[CH3:18][C:19]1[CH:24]=[CH:23][C:22]([NH:25][C:26](=[O:37])[C:27]2[CH:32]=[CH:31][CH:30]=[C:29]([C:33]([F:36])([F:35])[F:34])[CH:28]=2)=[CH:21][C:20]=1B1OC(C)(C)C(C)(C)O1.C(=O)([O-])[O-].[Na+].[Na+].C(Cl)Cl. Product: [CH3:18][C:19]1[CH:20]=[CH:21][C:22]([NH:25][C:26](=[O:37])[C:27]2[CH:32]=[CH:31][CH:30]=[C:29]([C:33]([F:34])([F:35])[F:36])[CH:28]=2)=[CH:23][C:24]=1[C:2]1[N:3]=[C:4]([N:12]2[CH2:17][CH2:16][O:15][CH2:14][CH2:13]2)[C:5]2[N:10]([CH3:11])[N:9]=[CH:8][C:6]=2[N:7]=1. The catalyst class is: 57. (2) Reactant: [CH3:1][O:2][C:3](=[O:15])[CH2:4][CH:5]([NH2:14])[C:6]1[CH:11]=[C:10]([F:12])[CH:9]=[C:8]([Br:13])[CH:7]=1.O=C1CCC(=O)N1[O:23][C:24]([C@@H:26]1[CH2:31][CH2:30][CH2:29][N:28]([C:32](=[O:48])[CH2:33][CH2:34][CH:35]2[CH2:40][CH2:39][N:38]([C:41]([O:43][C:44]([CH3:47])([CH3:46])[CH3:45])=[O:42])[CH2:37][CH2:36]2)[CH2:27]1)=O.C(N(CC)CC)C.[Cl-].[NH4+]. Product: [Br:13][C:8]1[CH:7]=[C:6]([CH:5]([NH:14][C:24]([C@@H:26]2[CH2:31][CH2:30][CH2:29][N:28]([C:32](=[O:48])[CH2:33][CH2:34][CH:35]3[CH2:40][CH2:39][N:38]([C:41]([O:43][C:44]([CH3:46])([CH3:45])[CH3:47])=[O:42])[CH2:37][CH2:36]3)[CH2:27]2)=[O:23])[CH2:4][C:3]([O:2][CH3:1])=[O:15])[CH:11]=[C:10]([F:12])[CH:9]=1. The catalyst class is: 204. (3) Product: [CH3:18][N:19]([CH3:20])[C:6]1[C:5]([N+:9]([O-:11])=[O:10])=[CH:4][C:3]([S:12]([NH:15][CH3:16])(=[O:14])=[O:13])=[C:2]([F:1])[CH:7]=1. Reactant: [F:1][C:2]1[CH:7]=[C:6](F)[C:5]([N+:9]([O-:11])=[O:10])=[CH:4][C:3]=1[S:12]([NH:15][CH3:16])(=[O:14])=[O:13].Cl.[CH3:18][NH:19][CH3:20].CCN(CC)CC.Cl. The catalyst class is: 34. (4) Reactant: [Cl:1][C:2]1[C:3]2[N:4]([N:18]=[CH:19][CH:20]=2)[C:5]([C:11]2[CH:16]=[CH:15][CH:14]=[C:13]([F:17])[CH:12]=2)=[C:6]([C:8](=O)[CH3:9])[CH:7]=1.C([O-])(=O)C.[NH4+].C([BH3-])#[N:27].[Na+]. Product: [Cl:1][C:2]1[C:3]2[N:4]([N:18]=[CH:19][CH:20]=2)[C:5]([C:11]2[CH:16]=[CH:15][CH:14]=[C:13]([F:17])[CH:12]=2)=[C:6]([CH:8]([NH2:27])[CH3:9])[CH:7]=1. The catalyst class is: 5. (5) Reactant: [CH3:1][C:2]1[O:6][C:5]([C:7]2[CH:12]=[CH:11][C:10]([C:13]([F:16])([F:15])[F:14])=[CH:9][CH:8]=2)=[N:4][C:3]=1[CH2:17][C:18](O)=[O:19].B.C1COCC1. Product: [CH3:1][C:2]1[O:6][C:5]([C:7]2[CH:8]=[CH:9][C:10]([C:13]([F:16])([F:15])[F:14])=[CH:11][CH:12]=2)=[N:4][C:3]=1[CH2:17][CH2:18][OH:19]. The catalyst class is: 1. (6) Reactant: [F:1][CH2:2][S:3](Cl)(=[O:5])=[O:4].S([O-])([O-])=O.[Na+].[Na+].C(=O)(O)[O-].[Na+].[Br:18][C:19]1[CH:20]=[CH:21][C:22]([CH2:25]Cl)=[N:23][CH:24]=1. Product: [Br:18][C:19]1[CH:20]=[CH:21][C:22]([CH2:25][S:3]([CH2:2][F:1])(=[O:5])=[O:4])=[N:23][CH:24]=1. The catalyst class is: 97. (7) Reactant: [F:1][C:2]1[CH:20]=[CH:19][CH:18]=[CH:17][C:3]=1[CH2:4][N:5]1[C:9]2=[N:10][CH:11]=[N:12][CH:13]=[C:8]2[C:7]([C:14](=[NH:16])[NH2:15])=[N:6]1.C([N:23](CC)CC)C.O.NN. Product: [F:1][C:2]1[CH:20]=[CH:19][CH:18]=[CH:17][C:3]=1[CH2:4][N:5]1[C:9]2=[N:10][CH:11]=[N:12][CH:13]=[C:8]2[C:7]([C:14](=[NH:15])[NH:16][NH2:23])=[N:6]1. The catalyst class is: 8. (8) Reactant: [CH2:1]1[CH2:6][C@H:5]([C:7]([OH:9])=[O:8])[CH2:4][CH2:3][C@H:2]1[CH2:10][NH2:11].[C:12]([O:15][CH:16]([O:20][C:21](ON1C(=O)CCC1=O)=[O:22])[CH2:17][CH2:18][CH3:19])(=[O:14])[CH3:13]. Product: [C:12]([O:15][CH:16]([O:20][C:21]([NH:11][CH2:10][C@H:2]1[CH2:3][CH2:4][C@H:5]([C:7]([OH:9])=[O:8])[CH2:6][CH2:1]1)=[O:22])[CH2:17][CH2:18][CH3:19])(=[O:14])[CH3:13]. The catalyst class is: 761. (9) Product: [CH2:1]([N:8]1[CH2:14][CH:13]([O:15][Si:28]([C:24]([CH3:27])([CH3:26])[CH3:25])([CH3:30])[CH3:29])[CH:12]([C:16]2[CH:21]=[CH:20][C:19]([Cl:22])=[C:18]([Cl:23])[CH:17]=2)[O:11][CH2:10][CH2:9]1)[C:2]1[CH:3]=[CH:4][CH:5]=[CH:6][CH:7]=1. Reactant: [CH2:1]([N:8]1[CH2:14][CH:13]([OH:15])[CH:12]([C:16]2[CH:21]=[CH:20][C:19]([Cl:22])=[C:18]([Cl:23])[CH:17]=2)[O:11][CH2:10][CH2:9]1)[C:2]1[CH:7]=[CH:6][CH:5]=[CH:4][CH:3]=1.[C:24]([Si:28](Cl)([CH3:30])[CH3:29])([CH3:27])([CH3:26])[CH3:25].N1C=CN=C1. The catalyst class is: 384.